From a dataset of Forward reaction prediction with 1.9M reactions from USPTO patents (1976-2016). Predict the product of the given reaction. (1) Given the reactants [O:1]1[CH2:6][CH2:5][CH2:4][CH2:3][CH:2]1[O:7][CH2:8][C:9]1[CH:10]=[C:11]([CH2:15][OH:16])[CH:12]=[CH:13][CH:14]=1.[Cl:17][C:18]1[C:23]([Cl:24])=[CH:22][CH:21]=[CH:20][C:19]=1[S:25]([NH:28][C:29]1[C:34](Cl)=[N:33][C:32]([Cl:36])=[CH:31][N:30]=1)(=[O:27])=[O:26], predict the reaction product. The product is: [Cl:17][C:18]1[C:23]([Cl:24])=[CH:22][CH:21]=[CH:20][C:19]=1[S:25]([NH:28][C:29]1[C:34]([O:16][CH2:15][C:11]2[CH:12]=[CH:13][CH:14]=[C:9]([CH2:8][O:7][CH:2]3[CH2:3][CH2:4][CH2:5][CH2:6][O:1]3)[CH:10]=2)=[N:33][C:32]([Cl:36])=[CH:31][N:30]=1)(=[O:27])=[O:26]. (2) Given the reactants [CH2:1]([O:3][C:4]([C:6]1[NH:10][C:9]([C:11]([OH:13])=[O:12])=[CH:8][CH:7]=1)=[O:5])[CH3:2].OS(O)(=O)=O.[OH-].[Na+].[C:21](OCC)(=O)[CH3:22], predict the reaction product. The product is: [NH:10]1[C:9]([C:11]([O:13][CH2:21][CH3:22])=[O:12])=[CH:8][CH:7]=[C:6]1[C:4]([O:3][CH2:1][CH3:2])=[O:5].